From a dataset of Forward reaction prediction with 1.9M reactions from USPTO patents (1976-2016). Predict the product of the given reaction. (1) The product is: [N:49]1([C:44]2[CH:45]=[CH:46][CH:47]=[CH:48][N:43]=2)[CH2:50][CH2:51][CH:52]([NH:55][C:56]([N:58]2[CH2:64][CH2:63][C@@H:61]([NH:60][C:59]3[N:15]=[C:14]4[C:10]([N:11]=[CH:12][N:13]4[C@@H:16]4[CH2:20][C@H:19]([NH:21][C:22](=[O:25])[CH2:23][CH3:24])[C@@H:18]([OH:26])[C@H:17]4[OH:27])=[C:9]([NH:28][CH2:29][CH:30]([C:37]4[CH:42]=[CH:41][CH:40]=[CH:39][CH:38]=4)[C:31]4[CH:32]=[CH:33][CH:34]=[CH:35][CH:36]=4)[N:8]=3)[CH2:62]2)=[O:57])[CH2:53][CH2:54]1. Given the reactants N[C@@H]1CCN(C2[N:15]=[C:14]3[C:10]([N:11]=[CH:12][N:13]3[C@@H:16]3[CH2:20][C@H:19]([NH:21][C:22](=[O:25])[CH2:23][CH3:24])[C@@H:18]([OH:26])[C@H:17]3[OH:27])=[C:9]([NH:28][CH2:29][CH:30]([C:37]3[CH:42]=[CH:41][CH:40]=[CH:39][CH:38]=3)[C:31]3[CH:36]=[CH:35][CH:34]=[CH:33][CH:32]=3)[N:8]=2)C1.[N:43]1[CH:48]=[CH:47][CH:46]=[CH:45][C:44]=1[N:49]1[CH2:54][CH2:53][CH:52]([NH:55][C:56]([N:58]2[CH:62]=[CH:61][N:60]=[CH:59]2)=[O:57])[CH2:51][CH2:50]1.[C:63]1(C)C=CC=C[CH:64]=1, predict the reaction product. (2) Given the reactants [Br:1][C:2]1[CH:3]=[C:4]2[CH2:17][CH2:16][C:7]3=[CH:8][C:9]([Br:15])=[CH:10][C:11]4[NH:12][C:13]([CH:14]=1)=[C:5]2[C:6]=43.Br[CH2:19][CH2:20][CH2:21][CH2:22][CH2:23][CH2:24][CH2:25][CH3:26].[OH-].[Na+], predict the reaction product. The product is: [CH2:19]([N:12]1[C:13]2[CH:14]=[C:2]([Br:1])[CH:3]=[C:4]3[CH2:17][CH2:16][C:7]4[C:6]([C:5]=23)=[C:11]1[CH:10]=[C:9]([Br:15])[CH:8]=4)[CH2:20][CH2:21][CH2:22][CH2:23][CH2:24][CH2:25][CH3:26].